From a dataset of Catalyst prediction with 721,799 reactions and 888 catalyst types from USPTO. Predict which catalyst facilitates the given reaction. Reactant: [Br:1][C:2]1[CH:10]=[CH:9][C:8]([I:11])=[CH:7][C:3]=1[C:4](O)=[O:5].CN(C=O)C.C(Cl)(=O)C([Cl:20])=O. Product: [Br:1][C:2]1[CH:10]=[CH:9][C:8]([I:11])=[CH:7][C:3]=1[C:4]([Cl:20])=[O:5]. The catalyst class is: 4.